This data is from Full USPTO retrosynthesis dataset with 1.9M reactions from patents (1976-2016). The task is: Predict the reactants needed to synthesize the given product. (1) Given the product [CH2:1]([O:3][C:4]([C:6]1[N:7]([CH3:13])[C:8]([C:15]#[C:14][C:16]2[CH:21]=[CH:20][C:19]([F:22])=[CH:18][CH:17]=2)=[N:9][C:10]=1[CH3:11])=[O:5])[CH3:2], predict the reactants needed to synthesize it. The reactants are: [CH2:1]([O:3][C:4]([C:6]1[N:7]([CH3:13])[C:8](Br)=[N:9][C:10]=1[CH3:11])=[O:5])[CH3:2].[C:14]([C:16]1[CH:21]=[CH:20][C:19]([F:22])=[CH:18][CH:17]=1)#[CH:15]. (2) Given the product [CH2:34]([C@@H:14]([CH2:13][CH2:12][C@H:8]([CH2:1][C:2]1[CH:3]=[CH:4][CH:5]=[CH:6][CH:7]=1)[C:9]([NH:41][C@H:42]1[CH2:48][CH2:47][S:46][C@H:45]2[CH2:49][CH2:50][CH2:51][C@@H:52]([C:53]([F:54])([F:56])[F:55])[N:44]2[C:43]1=[O:57])=[O:10])[C:15]([NH:17][C@H:18]1[CH2:24][CH2:23][CH2:22][CH2:21][N:20]([C:25]2[CH:30]=[CH:29][CH:28]=[CH:27][C:26]=2[O:31][CH3:32])[C:19]1=[O:33])=[O:16])[C:35]1[CH:40]=[CH:39][CH:38]=[CH:37][CH:36]=1, predict the reactants needed to synthesize it. The reactants are: [CH2:1]([C@@H:8]([CH2:12][CH2:13][C@H:14]([CH2:34][C:35]1[CH:40]=[CH:39][CH:38]=[CH:37][CH:36]=1)[C:15]([NH:17][C@H:18]1[CH2:24][CH2:23][CH2:22][CH2:21][N:20]([C:25]2[CH:30]=[CH:29][CH:28]=[CH:27][C:26]=2[O:31][CH3:32])[C:19]1=[O:33])=[O:16])[C:9](O)=[O:10])[C:2]1[CH:7]=[CH:6][CH:5]=[CH:4][CH:3]=1.[NH2:41][C@H:42]1[CH2:48][CH2:47][S:46][C@H:45]2[CH2:49][CH2:50][CH2:51][C@@H:52]([C:53]([F:56])([F:55])[F:54])[N:44]2[C:43]1=[O:57]. (3) Given the product [C:1]([NH:4][C@@H:5]([CH2:42][C:43]1[CH:44]=[CH:45][CH:46]=[CH:47][CH:48]=1)[C:6]([NH:8][C@H:9]([C:34](=[O:41])[NH:35][CH2:36][CH2:37][CH2:38][CH2:39][CH3:40])[CH2:10][C:11]1[CH:16]=[CH:15][CH:14]=[C:13]([N:17]2[CH2:21][C:20](=[O:22])[NH:19][S:18]2(=[O:33])=[O:32])[CH:12]=1)=[O:7])(=[O:3])[CH3:2], predict the reactants needed to synthesize it. The reactants are: [C:1]([NH:4][C@@H:5]([CH2:42][C:43]1[CH:48]=[CH:47][CH:46]=[CH:45][CH:44]=1)[C:6]([NH:8][C@H:9]([C:34](=[O:41])[NH:35][CH2:36][CH2:37][CH2:38][CH2:39][CH3:40])[CH2:10][C:11]1[CH:16]=[CH:15][CH:14]=[C:13]([N:17]2[CH2:21][C:20](=[O:22])[N:19](CC3C=CC(OC)=CC=3)[S:18]2(=[O:33])=[O:32])[CH:12]=1)=[O:7])(=[O:3])[CH3:2]. (4) Given the product [CH2:12]([NH:11][C:9](=[O:10])[C:8]([CH3:17])([C:5]1[CH:6]=[CH:7][C:2]([C:19]2[CH:20]=[CH:21][CH:22]=[CH:23][C:18]=2[CH3:27])=[CH:3][CH:4]=1)[CH3:16])[CH:13]([CH3:15])[CH3:14], predict the reactants needed to synthesize it. The reactants are: Br[C:2]1[CH:7]=[CH:6][C:5]([C:8]([CH3:17])([CH3:16])[C:9]([NH:11][CH2:12][CH:13]([CH3:15])[CH3:14])=[O:10])=[CH:4][CH:3]=1.[C:18]1([CH3:27])[CH:23]=[CH:22][CH:21]=[CH:20][C:19]=1B(O)O. (5) Given the product [C:5]1([N:11]2[CH2:12][CH2:13][O:14][CH2:3][C:2]2=[O:4])[CH:10]=[CH:9][CH:8]=[CH:7][CH:6]=1, predict the reactants needed to synthesize it. The reactants are: C[CH:2]([OH:4])[CH3:3].[C:5]1([NH:11][CH2:12][CH2:13][OH:14])[CH:10]=[CH:9][CH:8]=[CH:7][CH:6]=1.[OH-].[Na+].ClCC(Cl)=O. (6) Given the product [F:28][C:16]1[CH:15]=[CH:14][C:13]([NH:12][C:8]([C:5]2[CH:4]=[CH:3][C:2]([Cl:1])=[CH:7][N:6]=2)=[O:10])=[CH:18][C:17]=1[C@@:19]1([CH3:27])[NH:25][C:24](=[O:26])[CH2:23][CH2:22][O:21][CH2:20]1, predict the reactants needed to synthesize it. The reactants are: [Cl:1][C:2]1[CH:3]=[CH:4][C:5]([C:8]([OH:10])=O)=[N:6][CH:7]=1.Cl.[NH2:12][C:13]1[CH:14]=[CH:15][C:16]([F:28])=[C:17]([C@@:19]2([CH3:27])[NH:25][C:24](=[O:26])[CH2:23][CH2:22][O:21][CH2:20]2)[CH:18]=1. (7) Given the product [C:29]1([CH2:39][O:40][NH:41][C:9](=[O:24])[C:10]2[CH:15]=[CH:14][CH:13]=[CH:12][C:11]=2[NH:16][CH2:17][C:18]2[CH:19]=[CH:20][N:21]=[CH:22][CH:23]=2)[C:38]2[C:33](=[CH:34][CH:35]=[CH:36][CH:37]=2)[CH:32]=[CH:31][CH:30]=1, predict the reactants needed to synthesize it. The reactants are: FC1C(O[C:9](=[O:24])[C:10]2[CH:15]=[CH:14][CH:13]=[CH:12][C:11]=2[NH:16][CH2:17][C:18]2[CH:23]=[CH:22][N:21]=[CH:20][CH:19]=2)=C(F)C(F)=C(F)C=1F.[C:29]1([CH2:39][O:40][NH2:41])[C:38]2[C:33](=[CH:34][CH:35]=[CH:36][CH:37]=2)[CH:32]=[CH:31][CH:30]=1. (8) Given the product [Br:1][C:2]1[CH:10]=[CH:9][C:5]([C:6]([O:8][CH3:12])=[O:7])=[CH:4][C:3]=1[F:11], predict the reactants needed to synthesize it. The reactants are: [Br:1][C:2]1[CH:10]=[CH:9][C:5]([C:6]([OH:8])=[O:7])=[CH:4][C:3]=1[F:11].[C:12](=O)([O-])[O-].[K+].[K+].CI.C(OCC)(=O)C. (9) The reactants are: C([O:8][C:9](=[O:20])[CH2:10][N:11]1[C:15]2=[N:16][CH:17]=[CH:18][CH:19]=[C:14]2[N:13]=[CH:12]1)C1C=CC=CC=1.CO. Given the product [N:13]1[C:14]2[C:15](=[N:16][CH:17]=[CH:18][CH:19]=2)[N:11]([CH2:10][C:9]([OH:20])=[O:8])[CH:12]=1, predict the reactants needed to synthesize it.